This data is from Peptide-MHC class I binding affinity with 185,985 pairs from IEDB/IMGT. The task is: Regression. Given a peptide amino acid sequence and an MHC pseudo amino acid sequence, predict their binding affinity value. This is MHC class I binding data. (1) The peptide sequence is AVDWYQQRI. The MHC is HLA-A02:19 with pseudo-sequence HLA-A02:19. The binding affinity (normalized) is 0.0847. (2) The peptide sequence is RRSRPSGDLRQ. The MHC is Mamu-B08 with pseudo-sequence Mamu-B08. The binding affinity (normalized) is 0.211. (3) The peptide sequence is YYRGLDVSVI. The MHC is Patr-A0901 with pseudo-sequence Patr-A0901. The binding affinity (normalized) is 0.406. (4) The peptide sequence is YLDNVGVHI. The MHC is HLA-A02:11 with pseudo-sequence HLA-A02:11. The binding affinity (normalized) is 0.0847. (5) The peptide sequence is ISKKAKGWF. The MHC is HLA-B44:03 with pseudo-sequence HLA-B44:03. The binding affinity (normalized) is 0. (6) The peptide sequence is IAESFYDLF. The MHC is H-2-Kb with pseudo-sequence H-2-Kb. The binding affinity (normalized) is 0.433.